Dataset: Catalyst prediction with 721,799 reactions and 888 catalyst types from USPTO. Task: Predict which catalyst facilitates the given reaction. Reactant: [CH3:1][O:2][C:3]([C:5]1[S:6][C:7]2[CH:8](Br)[CH2:9][O:10][C:11]3[CH:18]=[CH:17][C:16]([Br:19])=[CH:15][C:12]=3[C:13]=2[N:14]=1)=[O:4].[NH:21]1[CH2:26][CH2:25][O:24][CH2:23][CH2:22]1. Product: [CH3:1][O:2][C:3]([C:5]1[S:6][C:7]2[CH:8]([N:21]3[CH2:26][CH2:25][O:24][CH2:23][CH2:22]3)[CH2:9][O:10][C:11]3[CH:18]=[CH:17][C:16]([Br:19])=[CH:15][C:12]=3[C:13]=2[N:14]=1)=[O:4]. The catalyst class is: 134.